From a dataset of Full USPTO retrosynthesis dataset with 1.9M reactions from patents (1976-2016). Predict the reactants needed to synthesize the given product. (1) The reactants are: Br[C:2]1[N:3]=[C:4]([NH:23][CH2:24][CH:25]([CH3:27])[CH3:26])[C:5]2[N:6]([C:8]([C:11]3[CH:22]=[CH:21][C:14]([C:15]([NH:17][CH:18]4[CH2:20][CH2:19]4)=[O:16])=[CH:13][CH:12]=3)=[CH:9][N:10]=2)[CH:7]=1.C[C:29]([OH:33])([C:31]#[CH:32])C.[F-].[CH2:35]([N+:39](CCCC)(CCCC)CCCC)CCC.[CH2:52]1COC[CH2:53]1. Given the product [CH:18]1([NH:17][C:15](=[O:16])[C:14]2[CH:21]=[CH:22][C:11]([C:8]3[N:6]4[CH:7]=[C:2]([C:52]#[C:53][CH2:32][CH2:31][C:29]([NH:39][CH3:35])=[O:33])[N:3]=[C:4]([NH:23][CH2:24][CH:25]([CH3:27])[CH3:26])[C:5]4=[N:10][CH:9]=3)=[CH:12][CH:13]=2)[CH2:20][CH2:19]1, predict the reactants needed to synthesize it. (2) Given the product [CH2:36]([N:19]1[C:18]2[C:13](=[N:14][C:15]([Cl:29])=[CH:16][CH:17]=2)[CH:12]=[C:11]1[Br:10])[C:37]1[CH:42]=[CH:41][CH:40]=[CH:39][CH:38]=1, predict the reactants needed to synthesize it. The reactants are: [OH-].[Na+].FC(F)(F)C(O)=O.[Br:10][C:11]1[N:19](S(C2C=CC=CC=2)(=O)=O)[C:18]2[C:13](=[N:14][C:15]([Cl:29])=[CH:16][CH:17]=2)[CH:12]=1.C([O-])([O-])=O.[K+].[K+].[CH2:36](Br)[C:37]1[CH:42]=[CH:41][CH:40]=[CH:39][CH:38]=1.